The task is: Predict the reaction yield, written as a fraction of the theoretical maximum amount of product (1.0 means a 100% yield; for example, 0.34 means a 34% yield).. This data is from Reaction yield outcomes from USPTO patents with 853,638 reactions. (1) The reactants are [H-].[Na+].[Br:3][C:4]1[CH:5]=[CH:6][C:7]([O:13][CH2:14][CH2:15]Br)=[C:8]([C:10](=[O:12])[CH3:11])[CH:9]=1. The catalyst is C1COCC1. The product is [Br:3][C:4]1[CH:5]=[CH:6][C:7]2[O:13][CH2:14][CH2:15][CH2:11][C:10](=[O:12])[C:8]=2[CH:9]=1. The yield is 0.700. (2) The reactants are [F:1][C:2]([F:11])([F:10])[CH2:3][C:4]([CH3:9])([CH3:8])[C:5](O)=[O:6].O=S(Cl)Cl.[F:16][C:17]1[CH:18]=[C:19]([C@@:30]([C:39]2[CH:44]=[CH:43][C:42]([F:45])=[CH:41][CH:40]=2)([NH2:38])[CH2:31][C:32]2[CH:37]=[CH:36][CH:35]=[CH:34][CH:33]=2)[CH:20]=[C:21]([O:23][C:24]([F:29])([F:28])[CH:25]([F:27])[F:26])[CH:22]=1. The catalyst is ClCCCl. The product is [F:1][C:2]([F:11])([F:10])[CH2:3][C:4]([CH3:9])([CH3:8])[C:5]([NH:38][C@@:30]([C:19]1[CH:20]=[C:21]([O:23][C:24]([F:29])([F:28])[CH:25]([F:27])[F:26])[CH:22]=[C:17]([F:16])[CH:18]=1)([C:39]1[CH:40]=[CH:41][C:42]([F:45])=[CH:43][CH:44]=1)[CH2:31][C:32]1[CH:33]=[CH:34][CH:35]=[CH:36][CH:37]=1)=[O:6]. The yield is 0.240. (3) The reactants are Cl[C:2]1[O:3][C:4]([C:7]2[N:8]([C:16]([O:18][C:19]([CH3:22])([CH3:21])[CH3:20])=[O:17])[C:9]3[C:14]([CH:15]=2)=[CH:13][CH:12]=[CH:11][CH:10]=3)=[CH:5][N:6]=1.[NH2:23][C:24]1[CH:25]=[C:26]([OH:30])[CH:27]=[CH:28][CH:29]=1. The catalyst is CC(O)C. The product is [OH:30][C:26]1[CH:25]=[C:24]([NH:23][C:2]2[O:3][C:4]([C:7]3[N:8]([C:16]([O:18][C:19]([CH3:22])([CH3:21])[CH3:20])=[O:17])[C:9]4[C:14]([CH:15]=3)=[CH:13][CH:12]=[CH:11][CH:10]=4)=[CH:5][N:6]=2)[CH:29]=[CH:28][CH:27]=1. The yield is 0.740. (4) The reactants are [Cl:1][C:2]1[CH:7]=[CH:6][CH:5]=[CH:4][C:3]=1[N:8]1[C:12]([S:13]([C:16]2[CH:17]=[N:18][C:19](Cl)=[CH:20][CH:21]=2)(=[O:15])=[O:14])=[CH:11][C:10]([CH2:23][N:24]([CH3:32])[C:25](=[O:31])[O:26][C:27]([CH3:30])([CH3:29])[CH3:28])=[N:9]1.[CH3:33]B1OB(C)OB(C)O1.C(=O)([O-])[O-].[K+].[K+].O. The catalyst is O1CCCC1.[Pd].C1(P(C2C=CC=CC=2)C2C=CC=CC=2)C=CC=CC=1.C1(P(C2C=CC=CC=2)C2C=CC=CC=2)C=CC=CC=1.C1(P(C2C=CC=CC=2)C2C=CC=CC=2)C=CC=CC=1.C1(P(C2C=CC=CC=2)C2C=CC=CC=2)C=CC=CC=1. The product is [Cl:1][C:2]1[CH:7]=[CH:6][CH:5]=[CH:4][C:3]=1[N:8]1[C:12]([S:13]([C:16]2[CH:17]=[N:18][C:19]([CH3:33])=[CH:20][CH:21]=2)(=[O:14])=[O:15])=[CH:11][C:10]([CH2:23][N:24]([CH3:32])[C:25](=[O:31])[O:26][C:27]([CH3:30])([CH3:29])[CH3:28])=[N:9]1. The yield is 0.190. (5) The reactants are CCN(CC)CC.[Br:8][C:9]1[CH:10]=[N:11][CH:12]=[CH:13][C:14]=1[C:15]([OH:17])=O.CCN=C=NCCCN(C)C.C1C=CC2N(O)N=NC=2C=1.[CH3:39][NH:40][O:41][CH3:42]. The catalyst is C(Cl)Cl. The product is [Br:8][C:9]1[CH:10]=[N:11][CH:12]=[CH:13][C:14]=1[C:15]([N:40]([CH3:39])[O:41][CH3:42])=[O:17]. The yield is 0.670. (6) The reactants are C([O:3][P:4]([CH:9]([C:35]#[N:36])[CH2:10][C:11]([CH3:34])=[CH:12][CH2:13][C:14]1[C:15]([O:27]CC[Si](C)(C)C)=[C:16]2[C:20](=[C:21]([CH3:25])[C:22]=1[O:23][CH3:24])[CH2:19][O:18][C:17]2=[O:26])(=[O:8])[O:5]CC)C.C[Si](Br)(C)C.N1C(C)=CC=CC=1C. The catalyst is C(#N)C. The product is [C:35]([CH:9]([P:4](=[O:3])([OH:5])[OH:8])[CH2:10][C:11]([CH3:34])=[CH:12][CH2:13][C:14]1[C:15]([OH:27])=[C:16]2[C:20](=[C:21]([CH3:25])[C:22]=1[O:23][CH3:24])[CH2:19][O:18][C:17]2=[O:26])#[N:36]. The yield is 0.600. (7) The reactants are [Br:1][C:2]1[CH:12]=[C:11](/[CH:13]=[CH:14]\[CH:15]([C:20]2[CH:25]=[C:24]([Cl:26])[C:23]([Cl:27])=[C:22]([Cl:28])[CH:21]=2)[C:16]([F:19])([F:18])[F:17])[CH:10]=[CH:9][C:3]=1[C:4]([O:6]CC)=[O:5].I[Si](C)(C)C. The catalyst is CC#N. The product is [Br:1][C:2]1[CH:12]=[C:11](/[CH:13]=[CH:14]\[CH:15]([C:20]2[CH:21]=[C:22]([Cl:28])[C:23]([Cl:27])=[C:24]([Cl:26])[CH:25]=2)[C:16]([F:19])([F:18])[F:17])[CH:10]=[CH:9][C:3]=1[C:4]([OH:6])=[O:5]. The yield is 0.420. (8) The reactants are [CH3:1][P:2]([O:6][CH3:7])([O:4][CH3:5])=[O:3].[Li]CCCC.[F:13][C:14]1([F:25])[CH2:19][CH2:18][CH:17]([C:20](OCC)=[O:21])[CH2:16][CH2:15]1. The catalyst is C1COCC1. The product is [F:13][C:14]1([F:25])[CH2:19][CH2:18][CH:17]([C:20](=[O:21])[CH2:1][P:2](=[O:3])([O:6][CH3:7])[O:4][CH3:5])[CH2:16][CH2:15]1. The yield is 0.730. (9) The reactants are [O:1]1[C:5]2[CH:6]=[CH:7][CH:8]=[CH:9][C:4]=2[CH:3]=[C:2]1[CH2:10][O:11][C:12]1[CH:22]=[CH:21][C:15]([C:16](OCC)=[O:17])=[CH:14][CH:13]=1.[H-].[H-].[H-].[H-].[Li+].[Al+3]. The catalyst is C1COCC1. The product is [O:1]1[C:5]2[CH:6]=[CH:7][CH:8]=[CH:9][C:4]=2[CH:3]=[C:2]1[CH2:10][O:11][C:12]1[CH:22]=[CH:21][C:15]([CH2:16][OH:17])=[CH:14][CH:13]=1. The yield is 0.670.